Dataset: Full USPTO retrosynthesis dataset with 1.9M reactions from patents (1976-2016). Task: Predict the reactants needed to synthesize the given product. Given the product [NH2:17][CH:10]([CH2:9][O:8][CH2:1][C:2]1[CH:3]=[CH:4][CH:5]=[CH:6][CH:7]=1)[CH2:11][C:12]([O:14][CH2:15][CH3:16])=[O:13], predict the reactants needed to synthesize it. The reactants are: [CH2:1]([O:8][CH2:9][CH:10]([NH:17]C(=O)CC(OCC)=O)[CH2:11][C:12]([O:14][CH2:15][CH3:16])=[O:13])[C:2]1[CH:7]=[CH:6][CH:5]=[CH:4][CH:3]=1.C(NC(COCC1C=CC=CC=1)CC(OCC)=O)C=C.CN1C(=O)CC(=O)N(C)C1=O.